From a dataset of Full USPTO retrosynthesis dataset with 1.9M reactions from patents (1976-2016). Predict the reactants needed to synthesize the given product. (1) Given the product [CH:12]([C:2]1[NH:10][C:5]2[C:4]([CH:3]=1)=[CH:9][CH:8]=[CH:7][CH:6]=2)=[CH:13][C:14]1[CH:31]=[CH:30][CH:17]=[CH:16][CH:15]=1, predict the reactants needed to synthesize it. The reactants are: Br[C:2](Br)=[CH:3][C:4]1[CH:9]=[CH:8][CH:7]=[CH:6][C:5]=1[NH2:10].[CH:12](/B(O)O)=[CH:13]\[CH2:14][CH2:15][CH2:16][CH3:17].[O-]P([O-])([O-])=O.[K+].[K+].[K+].O.[C:30]1(C)C=CC=C[CH:31]=1. (2) Given the product [ClH:1].[NH2:40][CH2:39][CH2:38][O:37][CH2:36][CH2:35][O:34][CH2:33][CH2:32][O:31][CH2:30][CH2:29][O:28][CH2:27][CH2:26][C:25]([NH:24][CH2:23][C:19]1[CH:20]=[CH:21][CH:22]=[C:17]([C:15](=[O:16])[NH:14][CH2:13][CH2:12][O:11][CH2:10][CH2:9][O:8][CH2:7][CH2:6][CH2:5][CH2:4][CH2:3][CH2:2][Cl:1])[CH:18]=1)=[O:48], predict the reactants needed to synthesize it. The reactants are: [Cl:1][CH2:2][CH2:3][CH2:4][CH2:5][CH2:6][CH2:7][O:8][CH2:9][CH2:10][O:11][CH2:12][CH2:13][NH:14][C:15]([C:17]1[CH:18]=[C:19]([CH2:23][NH:24][C:25](=[O:48])[CH2:26][CH2:27][O:28][CH2:29][CH2:30][O:31][CH2:32][CH2:33][O:34][CH2:35][CH2:36][O:37][CH2:38][CH2:39][NH:40]C(=O)OC(C)(C)C)[CH:20]=[CH:21][CH:22]=1)=[O:16].Cl.O1CCOCC1. (3) The reactants are: [CH3:1][CH:2]([OH:4])[CH3:3].C(O)C([NH2:11])(CO)CO.Cl.[C:14]([OH:26])(=[O:25])[CH2:15][C:16](CC(O)=O)([C:18]([OH:20])=[O:19])O. Given the product [NH2:11][C@@H:16]([C:18]([OH:20])=[O:19])[CH2:15][C:14](=[O:25])[OH:26].[CH3:1][CH:2]([OH:4])[CH3:3], predict the reactants needed to synthesize it. (4) The reactants are: C[O:2][C:3](=[O:31])[CH2:4][C:5]1[CH:14]=[C:13]([CH:15]2[CH2:20][CH2:19][N:18]([S:21]([C:24]3[CH:29]=[CH:28][CH:27]=[CH:26][N:25]=3)(=[O:23])=[O:22])[CH2:17][CH2:16]2)[C:12]2[C:7](=[CH:8][CH:9]=[C:10]([F:30])[CH:11]=2)[CH:6]=1.O.[OH-].[Li+]. Given the product [F:30][C:10]1[CH:11]=[C:12]2[C:7](=[CH:8][CH:9]=1)[CH:6]=[C:5]([CH2:4][C:3]([OH:31])=[O:2])[CH:14]=[C:13]2[CH:15]1[CH2:16][CH2:17][N:18]([S:21]([C:24]2[CH:29]=[CH:28][CH:27]=[CH:26][N:25]=2)(=[O:22])=[O:23])[CH2:19][CH2:20]1, predict the reactants needed to synthesize it. (5) Given the product [Cl:42][C:23]1[CH:24]=[C:25]([NH:29][C:30]([C:32]2[C:40]3[C:35](=[CH:36][CH:37]=[CH:38][CH:39]=3)[N:34]([CH3:41])[CH:33]=2)=[O:31])[C:26]([Cl:28])=[CH:27][C:22]=1[CH2:21][C:20]([N:12]1[CH:13]2[CH:18]([CH2:17][CH2:16][CH2:15][CH2:14]2)[CH2:19][C@H:11]1[C:9]1[S:10][C:6]([CH2:5][CH2:4][C:3]([OH:44])=[O:2])=[CH:7][N:8]=1)=[O:43], predict the reactants needed to synthesize it. The reactants are: C[O:2][C:3](=[O:44])[CH2:4][CH2:5][C:6]1[S:10][C:9]([C@@H:11]2[CH2:19][CH:18]3[CH:13]([CH2:14][CH2:15][CH2:16][CH2:17]3)[N:12]2[C:20](=[O:43])[CH2:21][C:22]2[CH:27]=[C:26]([Cl:28])[C:25]([NH:29][C:30]([C:32]3[C:40]4[C:35](=[CH:36][CH:37]=[CH:38][CH:39]=4)[N:34]([CH3:41])[CH:33]=3)=[O:31])=[CH:24][C:23]=2[Cl:42])=[N:8][CH:7]=1.[OH-].[Na+].CO. (6) Given the product [Na+:43].[F:21][C:18]1[CH:19]=[CH:20][C:15]([C:14]2[C:13]([C:22]3[CH:27]=[CH:26][CH:25]=[CH:24][CH:23]=3)=[C:12]([C:28](=[O:31])[NH:29][CH3:30])[N:11]([CH:32]([CH3:34])[CH3:33])[C:10]=2[CH:9]=[CH:8][C@@H:7]([OH:35])[CH2:6][C@@H:5]([OH:36])[CH2:4][C:3]([O-:37])=[O:2])=[CH:16][CH:17]=1, predict the reactants needed to synthesize it. The reactants are: C[O:2][C:3](=[O:37])[CH2:4][C@H:5]([OH:36])[CH2:6][C@H:7]([OH:35])[CH:8]=[CH:9][C:10]1[N:11]([CH:32]([CH3:34])[CH3:33])[C:12]([C:28](=[O:31])[NH:29][CH3:30])=[C:13]([C:22]2[CH:27]=[CH:26][CH:25]=[CH:24][CH:23]=2)[C:14]=1[C:15]1[CH:20]=[CH:19][C:18]([F:21])=[CH:17][CH:16]=1.C(O)C.O.[OH-].[Na+:43]. (7) Given the product [ClH:1].[C:30]([CH2:29][CH2:28][CH2:27][N:26]1[C:22](/[CH:21]=[C:16]2\[CH2:15][N:14]([CH:6]([C:7]3[CH:12]=[CH:11][CH:10]=[CH:9][C:8]=3[F:13])[C:5]([CH:2]3[CH2:4][CH2:3]3)=[O:35])[CH2:19][CH2:18][CH:17]\2[SH:20])=[N:23][N:24]=[N:25]1)([OH:32])=[O:31], predict the reactants needed to synthesize it. The reactants are: [ClH:1].[CH:2]1([C:5](=[O:35])[CH:6]([N:14]2[CH2:19][CH2:18][CH:17]([SH:20])/[C:16](=[CH:21]/[C:22]3[N:26]([CH2:27][CH2:28][CH2:29][C:30]([O:32]CC)=[O:31])[N:25]=[N:24][N:23]=3)/[CH2:15]2)[C:7]2[CH:12]=[CH:11][CH:10]=[CH:9][C:8]=2[F:13])[CH2:4][CH2:3]1.C(#N)C. (8) Given the product [NH2:17][C:11]1[N:10]=[C:9]([O:18][CH:19]2[CH2:20][CH2:21][CH2:22][CH2:23][CH2:24]2)[N:8]=[C:7]2[C:12]=1[NH:13][C:14](=[O:15])[N:6]2[CH2:5][CH2:4][CH2:3][CH2:2][N:31]1[CH2:32][CH2:33][N:28]([CH:26]([CH3:27])[CH3:25])[CH2:29][CH2:30]1, predict the reactants needed to synthesize it. The reactants are: Cl[CH2:2][CH2:3][CH2:4][CH2:5][N:6]1[C:14]([O:15]C)=[N:13][C:12]2[C:7]1=[N:8][C:9]([O:18][CH:19]1[CH2:24][CH2:23][CH2:22][CH2:21][CH2:20]1)=[N:10][C:11]=2[NH2:17].[CH3:25][CH:26]([N:28]1[CH2:33][CH2:32][NH:31][CH2:30][CH2:29]1)[CH3:27]. (9) The reactants are: [Cl:1][C:2]1[CH:3]=[C:4]([OH:9])[CH:5]=[CH:6][C:7]=1[Cl:8].Cl[C:11]1[C:16]([CH:17]=[O:18])=[CH:15][N:14]=[CH:13][CH:12]=1. Given the product [Cl:1][C:2]1[CH:3]=[C:4]([CH:5]=[CH:6][C:7]=1[Cl:8])[O:9][C:11]1[C:16]([CH:17]=[O:18])=[CH:15][N:14]=[CH:13][CH:12]=1, predict the reactants needed to synthesize it. (10) Given the product [N:29]1[C:30]2[C:25](=[CH:24][C:23]([CH2:22][C:19]3[N:17]4[N:18]=[C:13]([C:10]5[CH:9]=[CH:8][C:7]([OH:6])=[N:12][CH:11]=5)[CH:14]=[CH:15][C:16]4=[N:21][CH:20]=3)=[CH:32][CH:31]=2)[CH:26]=[CH:27][CH:28]=1, predict the reactants needed to synthesize it. The reactants are: B(Br)(Br)Br.C[O:6][C:7]1[N:12]=[CH:11][C:10]([C:13]2[CH:14]=[CH:15][C:16]3[N:17]([C:19]([CH2:22][C:23]4[CH:24]=[C:25]5[C:30](=[CH:31][CH:32]=4)[N:29]=[CH:28][CH:27]=[CH:26]5)=[CH:20][N:21]=3)[N:18]=2)=[CH:9][CH:8]=1.